This data is from Reaction yield outcomes from USPTO patents with 853,638 reactions. The task is: Predict the reaction yield, written as a fraction of the theoretical maximum amount of product (1.0 means a 100% yield; for example, 0.34 means a 34% yield). (1) The reactants are C([O:8][C:9]([CH:11]1[CH2:16][O:15][C:14]([CH3:18])([CH3:17])[CH2:13][N:12]1CC1C=CC=CC=1)=[O:10])C1C=CC=CC=1. The catalyst is CC(O)=O.CO.[OH-].[OH-].[Pd+2]. The product is [CH3:17][C:14]1([CH3:18])[CH2:13][NH:12][CH:11]([C:9]([OH:10])=[O:8])[CH2:16][O:15]1. The yield is 0.950. (2) The reactants are ClC1C(NC2C=C(C3CC3)NN=2)=NC([NH:8][C@H:9]([C:11]2[C:16]([F:17])=[CH:15][C:14]([F:18])=[CH:13][N:12]=2)[CH3:10])=NC=1.[C:36](O[C:36]([O:38][C:39]([CH3:42])([CH3:41])[CH3:40])=[O:37])([O:38][C:39]([CH3:42])([CH3:41])[CH3:40])=[O:37].O.[OH-].[Li+].O. The catalyst is CN(C1C=CN=CC=1)C.C1COCC1.CCOCC. The product is [C:39]([O:38][C:36](=[O:37])[NH:8][CH:9]([C:11]1[C:16]([F:17])=[CH:15][C:14]([F:18])=[CH:13][N:12]=1)[CH3:10])([CH3:40])([CH3:41])[CH3:42]. The yield is 0.770. (3) The reactants are [C:1]([C:3]1[C:4]([C:20]([F:23])([F:22])[F:21])=[C:5]2[C:9](=[CH:10][CH:11]=1)[N:8]([CH2:12][C:13](=[NH:16])[NH:14][OH:15])[C:7]([CH2:17][CH2:18][CH3:19])=[CH:6]2)#[N:2].[Cl:24][C:25]1[CH:33]=[CH:32][C:31]([Cl:34])=[CH:30][C:26]=1[C:27](Cl)=O.C(N(CC)CC)C. The catalyst is C(#N)C. The product is [Cl:24][C:25]1[CH:33]=[CH:32][C:31]([Cl:34])=[CH:30][C:26]=1[C:27]1[O:15][N:14]=[C:13]([CH2:12][N:8]2[C:9]3[C:5](=[C:4]([C:20]([F:22])([F:23])[F:21])[C:3]([C:1]#[N:2])=[CH:11][CH:10]=3)[CH:6]=[C:7]2[CH2:17][CH2:18][CH3:19])[N:16]=1. The yield is 0.420. (4) The reactants are C([N:11]1[CH2:16][CH2:15][N:14]([C:17]2[CH:22]=[C:21]([Cl:23])[C:20]([Cl:24])=[CH:19][C:18]=2[N+:25]([O-])=O)[C@H:13]([C:28]([OH:30])=O)[CH2:12]1)(OCC1C=CC=CC=1)=O. The catalyst is C(O)(=O)C.[Fe]. The product is [Cl:24][C:20]1[CH:19]=[C:18]2[C:17](=[CH:22][C:21]=1[Cl:23])[N:14]1[CH2:15][CH2:16][NH:11][CH2:12][C@H:13]1[C:28](=[O:30])[NH:25]2. The yield is 0.806. (5) The reactants are Cl[C:2]1[S:3][C:4]2[CH:10]=[C:9]([O:11][CH3:12])[CH:8]=[CH:7][C:5]=2[N:6]=1.[NH2:13][C:14]1[CH:19]=[C:18]([Cl:20])[C:17]([OH:21])=[C:16]([Cl:22])[CH:15]=1.C([O-])([O-])=O.[K+].[K+]. The catalyst is CS(C)=O. The product is [Cl:20][C:18]1[CH:19]=[C:14]([NH2:13])[CH:15]=[C:16]([Cl:22])[C:17]=1[O:21][C:2]1[S:3][C:4]2[CH:10]=[C:9]([O:11][CH3:12])[CH:8]=[CH:7][C:5]=2[N:6]=1. The yield is 0.560. (6) The reactants are Cl[C:2]1[N:7]=[CH:6][C:5]([CH2:8][C:9]2[CH:10]=[N:11][C:12]([O:22][CH3:23])=[C:13]([C:15]3[CH:20]=[CH:19][CH:18]=[C:17]([Cl:21])[CH:16]=3)[CH:14]=2)=[CH:4][N:3]=1.C(#N)C.[CH3:27][N:28]([CH3:32])[CH2:29][CH2:30][NH2:31].C(N(C(C)C)C(C)C)C. The catalyst is CCOC(C)=O. The product is [Cl:21][C:17]1[CH:16]=[C:15]([C:13]2[CH:14]=[C:9]([CH2:8][C:5]3[CH:4]=[N:3][C:2]([NH:31][CH2:30][CH2:29][N:28]([CH3:32])[CH3:27])=[N:7][CH:6]=3)[CH:10]=[N:11][C:12]=2[O:22][CH3:23])[CH:20]=[CH:19][CH:18]=1. The yield is 0.280. (7) The yield is 0.560. No catalyst specified. The product is [CH3:1][C:2]1[O:6][N:5]=[C:4]([C:7]2[CH:8]=[CH:9][CH:10]=[CH:11][CH:12]=2)[C:3]=1[CH2:13][O:14][C:15]1[N:16]=[CH:17][C:18]([C:19]([NH:30][S:27]([CH:24]2[CH2:26][CH2:25]2)(=[O:29])=[O:28])=[O:21])=[CH:22][CH:23]=1. The reactants are [CH3:1][C:2]1[O:6][N:5]=[C:4]([C:7]2[CH:12]=[CH:11][CH:10]=[CH:9][CH:8]=2)[C:3]=1[CH2:13][O:14][C:15]1[CH:23]=[CH:22][C:18]([C:19]([OH:21])=O)=[CH:17][N:16]=1.[CH:24]1([S:27]([NH2:30])(=[O:29])=[O:28])[CH2:26][CH2:25]1. (8) The reactants are [Cl-].O[NH3+:3].[C:4](=[O:7])([O-])[OH:5].[Na+].CS(C)=O.[F:13][C:14]1[CH:15]=[C:16]([C:42]2[C:43]([C:48]#[N:49])=[CH:44][CH:45]=[CH:46][CH:47]=2)[CH:17]=[CH:18][C:19]=1[CH2:20][N:21]1[C:26](=[O:27])[C:25]([C:28]2[CH:33]=[CH:32][C:31]([O:34][CH:35]([CH3:37])[CH3:36])=[CH:30][CH:29]=2)=[C:24]([CH3:38])[N:23]=[C:22]1[CH2:39][CH2:40][CH3:41]. The catalyst is O. The product is [F:13][C:14]1[CH:15]=[C:16]([C:42]2[CH:47]=[CH:46][CH:45]=[CH:44][C:43]=2[C:48]2[NH:3][C:4](=[O:7])[O:5][N:49]=2)[CH:17]=[CH:18][C:19]=1[CH2:20][N:21]1[C:26](=[O:27])[C:25]([C:28]2[CH:29]=[CH:30][C:31]([O:34][CH:35]([CH3:37])[CH3:36])=[CH:32][CH:33]=2)=[C:24]([CH3:38])[N:23]=[C:22]1[CH2:39][CH2:40][CH3:41]. The yield is 0.720. (9) The reactants are [Cl:1][C:2]1[CH:3]=[C:4]([NH:16][C:17]2[C:26]3[C:25]([OH:27])=[CH:24][CH:23]=[CH:22][C:21]=3[N:20]=[CH:19][N:18]=2)[CH:5]=[CH:6][C:7]=1[O:8][CH2:9][C:10]1[CH:15]=[CH:14][CH:13]=[CH:12][N:11]=1.Cl[CH2:29][C:30]([N:32]1[CH2:37][CH2:36][N:35](C(OC(C)(C)C)=O)[CH2:34][CH2:33]1)=[O:31]. No catalyst specified. The product is [Cl:1][C:2]1[CH:3]=[C:4]([NH:16][C:17]2[C:26]3[C:21](=[CH:22][CH:23]=[CH:24][C:25]=3[O:27][CH2:29][C:30](=[O:31])[N:32]3[CH2:37][CH2:36][NH:35][CH2:34][CH2:33]3)[N:20]=[CH:19][N:18]=2)[CH:5]=[CH:6][C:7]=1[O:8][CH2:9][C:10]1[CH:15]=[CH:14][CH:13]=[CH:12][N:11]=1. The yield is 0.680. (10) The reactants are [CH3:1][C:2]1[CH:3]=[C:4]([CH:12]=[CH:13][CH:14]=1)[NH:5][C:6]1[CH:11]=[CH:10][CH:9]=[CH:8][N:7]=1.[N+:15]([O-])([OH:17])=[O:16]. No catalyst specified. The product is [CH3:1][C:2]1[CH:14]=[CH:13][C:12]([N+:15]([O-:17])=[O:16])=[C:4]([CH:3]=1)[NH:5][C:6]1[CH:11]=[CH:10][CH:9]=[CH:8][N:7]=1. The yield is 0.180.